Predict the reaction yield, written as a fraction of the theoretical maximum amount of product (1.0 means a 100% yield; for example, 0.34 means a 34% yield). From a dataset of Reaction yield outcomes from USPTO patents with 853,638 reactions. (1) The reactants are Br[C:2]1[CH:23]=[CH:22][C:5]2[S:6][C:7]([CH2:9][CH:10]3[CH2:14][CH2:13][N:12]([CH:15]4[CH2:20][CH2:19][CH2:18][CH2:17][CH2:16]4)[C:11]3=[O:21])=[CH:8][C:4]=2[CH:3]=1.[CH3:24][O:25][C:26]([C:28]1[CH:33]=[CH:32][C:31](B(O)O)=[CH:30][CH:29]=1)=[O:27]. No catalyst specified. The product is [CH3:24][O:25][C:26](=[O:27])[C:28]1[CH:33]=[CH:32][C:31]([C:2]2[CH:23]=[CH:22][C:5]3[S:6][C:7]([CH2:9][CH:10]4[CH2:14][CH2:13][N:12]([CH:15]5[CH2:20][CH2:19][CH2:18][CH2:17][CH2:16]5)[C:11]4=[O:21])=[CH:8][C:4]=3[CH:3]=2)=[CH:30][CH:29]=1. The yield is 0.780. (2) The reactants are [Cl:1][C:2]1[C:7]([C:8]([OH:10])=O)=[CH:6][CH:5]=[C:4]([Cl:11])[N:3]=1.C1N=CN(C(N2C=NC=C2)=O)C=1.[NH2:24][C:25]1[C:30]([S:31]([NH2:34])(=[O:33])=[O:32])=[CH:29][CH:28]=[CH:27][N:26]=1.[H-].[Na+]. The catalyst is CN(C=O)C.CCOC(C)=O. The product is [NH2:24][C:25]1[C:30]([S:31]([NH:34][C:8]([C:7]2[C:2]([Cl:1])=[N:3][C:4]([Cl:11])=[CH:5][CH:6]=2)=[O:10])(=[O:32])=[O:33])=[CH:29][CH:28]=[CH:27][N:26]=1. The yield is 0.940. (3) The reactants are Cl[C:2]1[CH:11]=[C:10]2[C:5]([CH2:6][CH2:7][CH2:8][N:9]2[C:12]2[C:16]3[CH2:17][N:18]([C:21]([NH:23][CH3:24])=[O:22])[CH2:19][CH2:20][C:15]=3[N:14]([CH:25]3[CH2:30][CH2:29][O:28][CH2:27][CH2:26]3)[N:13]=2)=[CH:4][C:3]=1[C:31]1[CH:32]=[N:33][N:34]([CH3:36])[CH:35]=1.[CH:37]1(B(O)O)[CH2:39][CH2:38]1.C1(P(C2CCCCC2)C2CCCCC2)CCCCC1.C([O-])([O-])=O.[Cs+].[Cs+]. The catalyst is O1CCOCC1.O.C([O-])(=O)C.[Pd+2].C([O-])(=O)C. The product is [CH:37]1([C:2]2[CH:11]=[C:10]3[C:5]([CH2:6][CH2:7][CH2:8][N:9]3[C:12]3[C:16]4[CH2:17][N:18]([C:21]([NH:23][CH3:24])=[O:22])[CH2:19][CH2:20][C:15]=4[N:14]([CH:25]4[CH2:30][CH2:29][O:28][CH2:27][CH2:26]4)[N:13]=3)=[CH:4][C:3]=2[C:31]2[CH:32]=[N:33][N:34]([CH3:36])[CH:35]=2)[CH2:39][CH2:38]1. The yield is 0.710. (4) The reactants are [Br:1][C:2]1[CH:3]=[C:4]([CH:7]=[C:8]([Br:16])[C:9]=1[S:10](=[O:15])(=[O:14])[N:11]([CH3:13])[CH3:12])[CH:5]=[O:6].[BH4-].[Na+]. The catalyst is C1COCC1. The product is [Br:16][C:8]1[CH:7]=[C:4]([CH:3]=[C:2]([Br:1])[C:9]=1[S:10](=[O:15])(=[O:14])[N:11]([CH3:12])[CH3:13])[CH2:5][OH:6]. The yield is 0.940. (5) The reactants are [Br:1][C:2]1[CH:9]=[C:8]([OH:10])[C:7]([O:11][CH3:12])=[CH:6][C:3]=1[CH:4]=[O:5].C(=O)([O-])[O-].[K+].[K+].Br[CH2:20][C:21]1[CH:26]=[CH:25][C:24]([C:27]([F:30])([F:29])[F:28])=[CH:23][C:22]=1[C:31]([F:34])([F:33])[F:32].O. The catalyst is CN(C)C=O. The product is [F:32][C:31]([F:33])([F:34])[C:22]1[CH:23]=[C:24]([C:27]([F:30])([F:28])[F:29])[CH:25]=[CH:26][C:21]=1[CH2:20][O:10][C:8]1[C:7]([O:11][CH3:12])=[CH:6][C:3]([CH:4]=[O:5])=[C:2]([Br:1])[CH:9]=1. The yield is 0.730.